This data is from Reaction yield outcomes from USPTO patents with 853,638 reactions. The task is: Predict the reaction yield, written as a fraction of the theoretical maximum amount of product (1.0 means a 100% yield; for example, 0.34 means a 34% yield). (1) The reactants are O[CH2:2][C:3]1[CH:8]=[CH:7][C:6]([O:9][C:10](=[O:19])[N:11]([CH3:18])[C:12]2[CH:17]=[CH:16][CH:15]=[CH:14][CH:13]=2)=[CH:5][CH:4]=1.[NH:20]1[CH:24]=[N:23][N:22]=[N:21]1. No catalyst specified. The product is [N:20]1([CH2:2][C:3]2[CH:8]=[CH:7][C:6]([O:9][C:10](=[O:19])[N:11]([CH3:18])[C:12]3[CH:17]=[CH:16][CH:15]=[CH:14][CH:13]=3)=[CH:5][CH:4]=2)[CH:24]=[N:23][N:22]=[N:21]1. The yield is 0.0600. (2) The reactants are [N+:1]([C:4]1[CH:5]=[C:6]([NH2:10])[CH:7]=[CH:8][CH:9]=1)([O-:3])=[O:2].[N:11]([O-])=O.[Na+].[Cl:15][Sn]Cl.O. The catalyst is O.Cl. The product is [ClH:15].[N+:1]([C:4]1[CH:5]=[C:6]([NH:10][NH2:11])[CH:7]=[CH:8][CH:9]=1)([O-:3])=[O:2]. The yield is 0.730.